From a dataset of TCR-epitope binding with 47,182 pairs between 192 epitopes and 23,139 TCRs. Binary Classification. Given a T-cell receptor sequence (or CDR3 region) and an epitope sequence, predict whether binding occurs between them. (1) The epitope is ALLADKFPV. The TCR CDR3 sequence is CAKRGLSDNEQFF. Result: 1 (the TCR binds to the epitope). (2) The epitope is KLGGALQAK. The TCR CDR3 sequence is CASSPGQLLTF. Result: 0 (the TCR does not bind to the epitope). (3) The epitope is MPASWVMRI. The TCR CDR3 sequence is CASSYGPMPQHF. Result: 0 (the TCR does not bind to the epitope).